From a dataset of Full USPTO retrosynthesis dataset with 1.9M reactions from patents (1976-2016). Predict the reactants needed to synthesize the given product. Given the product [Cl:1][C:2]1[C:3]([OH:12])=[C:4]([CH2:26][N:23]2[CH2:24][CH2:25][N:20]([C:18]([O:17][C:13]([CH3:16])([CH3:14])[CH3:15])=[O:19])[CH2:21][CH2:22]2)[C:5]2[O:9][CH2:8][C:7](=[O:10])[C:6]=2[CH:11]=1, predict the reactants needed to synthesize it. The reactants are: [Cl:1][C:2]1[C:3]([OH:12])=[CH:4][C:5]2[O:9][CH2:8][C:7](=[O:10])[C:6]=2[CH:11]=1.[C:13]([O:17][C:18]([N:20]1[CH2:25][CH2:24][NH:23][CH2:22][CH2:21]1)=[O:19])([CH3:16])([CH3:15])[CH3:14].[CH2:26]=O.